From a dataset of Full USPTO retrosynthesis dataset with 1.9M reactions from patents (1976-2016). Predict the reactants needed to synthesize the given product. (1) Given the product [C:9]([NH:8][C:5]1[CH:6]=[CH:7][C:2]([B:16]2[O:20][C:19]([CH3:22])([CH3:21])[C:18]([CH3:24])([CH3:23])[O:17]2)=[CH:3][C:4]=1[N+:13]([O-:15])=[O:14])([CH3:12])([CH3:11])[CH3:10], predict the reactants needed to synthesize it. The reactants are: Br[C:2]1[CH:7]=[CH:6][C:5]([NH:8][C:9]([CH3:12])([CH3:11])[CH3:10])=[C:4]([N+:13]([O-:15])=[O:14])[CH:3]=1.[B:16]1([B:16]2[O:20][C:19]([CH3:22])([CH3:21])[C:18]([CH3:24])([CH3:23])[O:17]2)[O:20][C:19]([CH3:22])([CH3:21])[C:18]([CH3:24])([CH3:23])[O:17]1.CC([O-])=O.[K+]. (2) Given the product [Si:71]([O:70][C@H:69]([C:78]1[C:83]2[O:84][CH2:85][C:86](=[O:88])[NH:87][C:82]=2[CH:81]=[C:80]([OH:89])[CH:79]=1)[CH2:68][NH:67][CH2:122][CH2:121][CH2:120][CH2:119][CH2:118][CH2:117][CH2:116][CH2:115][CH2:114][CH2:113][CH2:112][S:109]([C:106]1[CH:107]=[C:108]2[C:103](=[C:104]([CH3:124])[CH:105]=1)[N:102]=[CH:101][C:100]([C:125]([NH2:127])=[O:126])=[C:99]2[NH:98][C:94]1[CH:95]=[CH:96][CH:97]=[C:92]([O:91][CH3:90])[CH:93]=1)(=[O:111])=[O:110])([C:74]([CH3:77])([CH3:75])[CH3:76])([CH3:73])[CH3:72], predict the reactants needed to synthesize it. The reactants are: [Si](O[C@H](C1C=CC(O)=C2C=1C=CC(=O)N2)CNCCCCCCCCNC(C1C=C(S(C2C=C3C(=C(C)C=2)N=CC(C(N)=O)=C3NC2C=CC=C(OC)C=2)(=O)=O)C=CC=1)=O)(C(C)(C)C)(C)C.[NH2:67][CH2:68][C@@H:69]([C:78]1[C:83]2[O:84][CH2:85][C:86](=[O:88])[NH:87][C:82]=2[CH:81]=[C:80]([OH:89])[CH:79]=1)[O:70][Si:71]([C:74]([CH3:77])([CH3:76])[CH3:75])([CH3:73])[CH3:72].[CH3:90][O:91][C:92]1[CH:93]=[C:94]([NH:98][C:99]2[C:108]3[C:103](=[C:104]([CH3:124])[CH:105]=[C:106]([S:109]([CH2:112][CH2:113][CH2:114][CH2:115][CH2:116][CH2:117][CH2:118][CH2:119][CH2:120][CH2:121][CH:122]=O)(=[O:111])=[O:110])[CH:107]=3)[N:102]=[CH:101][C:100]=2[C:125]([NH2:127])=[O:126])[CH:95]=[CH:96][CH:97]=1. (3) Given the product [CH3:1][O:2][C:3](=[O:27])[C@@H:4]([NH:8][S:9]([C:11]1[CH:16]=[CH:15][C:14]([C:17]#[C:18][C:19]2[CH:24]=[CH:23][C:22]([CH2:25][N:28]3[CH2:33][CH2:32][O:31][CH2:30][CH2:29]3)=[CH:21][CH:20]=2)=[CH:13][CH:12]=1)=[O:10])[C@H:5]([OH:7])[CH3:6], predict the reactants needed to synthesize it. The reactants are: [CH3:1][O:2][C:3](=[O:27])[C@@H:4]([NH:8][S:9]([C:11]1[CH:16]=[CH:15][C:14]([C:17]#[C:18][C:19]2[CH:24]=[CH:23][C:22]([CH:25]=O)=[CH:21][CH:20]=2)=[CH:13][CH:12]=1)=[O:10])[C@H:5]([OH:7])[CH3:6].[NH:28]1[CH2:33][CH2:32][O:31][CH2:30][CH2:29]1.[BH-](OC(C)=O)(OC(C)=O)OC(C)=O.[Na+]. (4) Given the product [ClH:43].[CH3:1][O:2][C:3]1[CH:4]=[C:5]2[C:10](=[CH:11][CH:12]=1)[C:9]([O:13][C:14]1[CH:19]=[CH:18][C:17]([O:20][CH2:21][CH2:22][N:23]3[CH2:24][CH2:25][CH2:26][CH2:27][CH2:28]3)=[CH:16][CH:15]=1)=[C:8]([C:29]1[CH:30]=[C:31]([C:35]([N:37]3[CH2:38][CH2:39][O:40][CH2:41][CH2:42]3)=[O:36])[CH:32]=[CH:33][CH:34]=1)[CH:7]=[CH:6]2, predict the reactants needed to synthesize it. The reactants are: [CH3:1][O:2][C:3]1[CH:4]=[C:5]2[C:10](=[CH:11][CH:12]=1)[C:9]([O:13][C:14]1[CH:19]=[CH:18][C:17]([O:20][CH2:21][CH2:22][N:23]3[CH2:28][CH2:27][CH2:26][CH2:25][CH2:24]3)=[CH:16][CH:15]=1)=[C:8]([C:29]1[CH:30]=[C:31]([C:35]([N:37]3[CH2:42][CH2:41][O:40][CH2:39][CH2:38]3)=[O:36])[CH:32]=[CH:33][CH:34]=1)[CH:7]=[CH:6]2.[ClH:43].C(OCC)C.